Task: Predict which catalyst facilitates the given reaction.. Dataset: Catalyst prediction with 721,799 reactions and 888 catalyst types from USPTO Reactant: [CH3:1][O:2][C:3]([NH:5][C@@H:6]([CH:20]([CH3:22])[CH3:21])[C:7]([N:9]1[C@@H:13]([CH3:14])[CH2:12][CH2:11][C@H:10]1[C:15]([O:17]CC)=[O:16])=[O:8])=[O:4].O.[OH-].[Li+]. Product: [CH3:1][O:2][C:3]([NH:5][C@@H:6]([CH:20]([CH3:22])[CH3:21])[C:7]([N:9]1[C@@H:13]([CH3:14])[CH2:12][CH2:11][C@H:10]1[C:15]([OH:17])=[O:16])=[O:8])=[O:4]. The catalyst class is: 8.